Dataset: Reaction yield outcomes from USPTO patents with 853,638 reactions. Task: Predict the reaction yield, written as a fraction of the theoretical maximum amount of product (1.0 means a 100% yield; for example, 0.34 means a 34% yield). The reactants are [F:1][C:2]1([F:19])[CH2:6][NH:5][CH:4]([CH2:7][O:8][C:9]2[CH:18]=[CH:17][C:12]([C:13]([O:15][CH3:16])=[O:14])=[CH:11][CH:10]=2)[CH2:3]1.[CH3:20][O:21][C:22]1[CH:23]=[C:24]([CH2:39][C:40](O)=[O:41])[CH:25]=[CH:26][C:27]=1[NH:28][C:29]([NH:31][C:32]1[CH:37]=[CH:36][CH:35]=[CH:34][C:33]=1[CH3:38])=[O:30].CCN=C=NCCCN(C)C.Cl.C1C=CC2N(O)N=NC=2C=1. The catalyst is CN(C1C=CN=CC=1)C.CN(C=O)C.CCOC(C)=O. The product is [F:19][C:2]1([F:1])[CH2:6][N:5]([C:40](=[O:41])[CH2:39][C:24]2[CH:25]=[CH:26][C:27]([NH:28][C:29]([NH:31][C:32]3[CH:37]=[CH:36][CH:35]=[CH:34][C:33]=3[CH3:38])=[O:30])=[C:22]([O:21][CH3:20])[CH:23]=2)[CH:4]([CH2:7][O:8][C:9]2[CH:18]=[CH:17][C:12]([C:13]([O:15][CH3:16])=[O:14])=[CH:11][CH:10]=2)[CH2:3]1. The yield is 0.890.